This data is from Forward reaction prediction with 1.9M reactions from USPTO patents (1976-2016). The task is: Predict the product of the given reaction. (1) Given the reactants [OH:1][N:2]=[C:3](Cl)[C:4]1[CH:9]=[CH:8][CH:7]=[CH:6][CH:5]=1.[Cl:11][C:12]1[C:21]2[N:22]=[C:23]([CH2:28][O:29][CH2:30][CH3:31])[N:24]([CH2:25][C:26]#[CH:27])[C:20]=2[C:19]2[CH:18]=[CH:17][CH:16]=[CH:15][C:14]=2[N:13]=1.C(N(CC)CC)C, predict the reaction product. The product is: [Cl:11][C:12]1[C:21]2[N:22]=[C:23]([CH2:28][O:29][CH2:30][CH3:31])[N:24]([CH2:25][C:26]3[O:1][N:2]=[C:3]([C:4]4[CH:9]=[CH:8][CH:7]=[CH:6][CH:5]=4)[CH:27]=3)[C:20]=2[C:19]2[CH:18]=[CH:17][CH:16]=[CH:15][C:14]=2[N:13]=1. (2) Given the reactants C([O:3][C:4]([C:6]1[N:7]([CH2:18][Si:19]([CH3:22])([CH3:21])[CH3:20])[N:8]=[N:9][C:10]=1[C:11]1[CH:16]=[CH:15][C:14]([F:17])=[CH:13][N:12]=1)=O)C.[OH-].[Na+], predict the reaction product. The product is: [F:17][C:14]1[CH:15]=[CH:16][C:11]([C:10]2[N:9]=[N:8][N:7]([CH2:18][Si:19]([CH3:20])([CH3:21])[CH3:22])[C:6]=2[CH2:4][OH:3])=[N:12][CH:13]=1.